Dataset: Full USPTO retrosynthesis dataset with 1.9M reactions from patents (1976-2016). Task: Predict the reactants needed to synthesize the given product. (1) Given the product [CH2:4]([O:6][C:7]([C:8]1[CH:9]=[C:10]([C:11]2[CH:16]=[CH:15][C:14]([O:17][C:18]([F:21])([F:20])[F:19])=[CH:13][CH:12]=2)[NH:3][N:2]=1)=[O:24])[CH3:5], predict the reactants needed to synthesize it. The reactants are: O.[NH2:2][NH2:3].[CH2:4]([O:6][C:7](=[O:24])/[C:8](/O)=[CH:9]/[C:10](=O)[C:11]1[CH:16]=[CH:15][C:14]([O:17][C:18]([F:21])([F:20])[F:19])=[CH:13][CH:12]=1)[CH3:5]. (2) Given the product [OH:31][C:32]1[CH:37]=[CH:36][C:35]([C:9]2[CH:10]=[C:5]([C:3]([OH:2])=[O:4])[C:6]3[CH:21]=[N:20][N:19]([CH2:22][C:23]4[CH:28]=[CH:27][C:26]([O:29][CH3:30])=[CH:25][CH:24]=4)[C:7]=3[N:8]=2)=[CH:34][CH:33]=1, predict the reactants needed to synthesize it. The reactants are: C[O:2][C:3]([C:5]1[C:6]2[CH:21]=[N:20][N:19]([CH2:22][C:23]3[CH:28]=[CH:27][C:26]([O:29][CH3:30])=[CH:25][CH:24]=3)[C:7]=2[N:8]=[C:9](OS(C(F)(F)F)(=O)=O)[CH:10]=1)=[O:4].[OH:31][C:32]1[CH:37]=[CH:36][C:35](B(O)O)=[CH:34][CH:33]=1.C(=O)([O-])[O-].[Cs+].[Cs+].[OH-].[K+]. (3) The reactants are: Br[C:2]1[CH:15]=[CH:14][C:13]2[O:12][C:11]3[C:6](=[CH:7][C:8]([O:16][CH3:17])=[CH:9][CH:10]=3)[C:5]3([CH2:21][O:20][C:19]([NH2:22])=[N:18]3)[C:4]=2[CH:3]=1.[Cl:23][C:24]1[CH:25]=[CH:26][C:27]([C:30]([NH2:32])=[O:31])=[N:28][CH:29]=1.C(=O)([O-])[O-].[Cs+].[Cs+].CNCCNC.[Cl-].[NH4+]. Given the product [NH2:22][C:19]1[O:20][CH2:21][C@@:5]2([N:18]=1)[C:4]1[CH:3]=[C:2]([NH:32][C:30]([C:27]3[CH:26]=[CH:25][C:24]([Cl:23])=[CH:29][N:28]=3)=[O:31])[CH:15]=[CH:14][C:13]=1[O:12][C:11]1[C:6]2=[CH:7][C:8]([O:16][CH3:17])=[CH:9][CH:10]=1, predict the reactants needed to synthesize it. (4) Given the product [CH3:10][O:9][C:7](=[O:8])[CH:6]=[C:5]=[CH:4][C:3]([O:2][CH3:1])=[O:12], predict the reactants needed to synthesize it. The reactants are: [CH3:1][O:2][C:3](=[O:12])[CH2:4][C:5](=O)[CH2:6][C:7]([O:9][CH3:10])=[O:8].[Cl-].ClC1N(C)C=C[N+]=1C.C(N(CC)CC)C.CCCCCC. (5) Given the product [C:1]1([C:12]([NH:14][CH:15]([CH2:31][C:32]2[CH:37]=[CH:36][CH:35]=[C:34]([O:38][C:39]([F:43])([F:44])[CH:40]([F:41])[F:42])[CH:33]=2)[CH:16]([C:18]2[CH:30]=[CH:29][C:21]([O:22][CH2:23][C:24]([OH:26])=[O:25])=[CH:20][CH:19]=2)[OH:17])=[O:13])[C:6]2[CH:7]=[CH:8][CH2:9][CH2:10][CH2:11][C:5]=2[CH:4]=[CH:3][CH:2]=1, predict the reactants needed to synthesize it. The reactants are: [C:1]1([C:12]([NH:14][CH:15]([CH2:31][C:32]2[CH:37]=[CH:36][CH:35]=[C:34]([O:38][C:39]([F:44])([F:43])[CH:40]([F:42])[F:41])[CH:33]=2)[CH:16]([C:18]2[CH:30]=[CH:29][C:21]([O:22][CH2:23][C:24]([O:26]CC)=[O:25])=[CH:20][CH:19]=2)[OH:17])=[O:13])[C:6]2[CH:7]=[CH:8][CH2:9][CH2:10][CH2:11][C:5]=2[CH:4]=[CH:3][CH:2]=1.[OH-].[Na+].Cl. (6) The reactants are: Br[C:2]1[CH:3]=[CH:4][C:5]([F:35])=[C:6]([C:8]2([S:22]([C:25]3[CH:26]=[N:27][C:28]([C:31]([F:34])([F:33])[F:32])=[CH:29][CH:30]=3)(=[O:24])=[O:23])[CH2:13][CH2:12][CH:11]([NH:14][S:15]([C:18]([F:21])([F:20])[F:19])(=[O:17])=[O:16])[CH2:10][CH2:9]2)[CH:7]=1.[Cu](C#N)[C:37]#[N:38].CN(C)C=O. Given the product [C:37]([C:2]1[CH:3]=[CH:4][C:5]([F:35])=[C:6]([C:8]2([S:22]([C:25]3[CH:26]=[N:27][C:28]([C:31]([F:33])([F:34])[F:32])=[CH:29][CH:30]=3)(=[O:24])=[O:23])[CH2:13][CH2:12][CH:11]([NH:14][S:15]([C:18]([F:20])([F:19])[F:21])(=[O:17])=[O:16])[CH2:10][CH2:9]2)[CH:7]=1)#[N:38], predict the reactants needed to synthesize it. (7) Given the product [CH3:31][O:32][C:33]1[C:37]2[C:38](=[O:55])[N:39]([CH2:46][C:47](=[O:54])[C:48]3[CH:53]=[CH:52][CH:51]=[CH:50][CH:49]=3)[C:40]3[CH:41]=[CH:42][CH:43]=[CH:44][C:45]=3[C:36]=2[N:35]([CH3:56])[C:34]=1[C:57]([NH:59][CH:60]1[CH2:61][CH2:62][N:63]([C:2]2[CH:7]=[CH:6][N:5]=[C:4]([C:8](=[O:10])[NH:20][CH3:18])[CH:3]=2)[CH2:64][CH2:65]1)=[O:58], predict the reactants needed to synthesize it. The reactants are: Cl[C:2]1[CH:7]=[CH:6][N:5]=[C:4]([C:8]([OH:10])=O)[CH:3]=1.Cl.CN.C1C=CC2N(O)N=[N:20][C:18]=2C=1.C(N(CC)CC)C.[CH3:31][O:32][C:33]1[C:37]2[C:38](=[O:55])[N:39]([CH2:46][C:47](=[O:54])[C:48]3[CH:53]=[CH:52][CH:51]=[CH:50][CH:49]=3)[C:40]3[CH:41]=[CH:42][CH:43]=[CH:44][C:45]=3[C:36]=2[N:35]([CH3:56])[C:34]=1[C:57]([NH:59][CH:60]1[CH2:65][CH2:64][NH:63][CH2:62][CH2:61]1)=[O:58].C(=O)([O-])[O-].[K+].[K+]. (8) Given the product [CH2:16]([C:3]1[CH:4]=[C:5]([O:8][CH2:9][C:10]2[CH:15]=[CH:14][CH:13]=[CH:12][CH:11]=2)[CH:6]=[CH:7][C:2]=1[C:18]#[N:19])[CH3:17], predict the reactants needed to synthesize it. The reactants are: Br[C:2]1[CH:7]=[CH:6][C:5]([O:8][CH2:9][C:10]2[CH:15]=[CH:14][CH:13]=[CH:12][CH:11]=2)=[CH:4][C:3]=1[CH2:16][CH3:17].[C:18]([Zn]C#N)#[N:19]. (9) Given the product [O:3]1[CH2:8][CH2:7][CH2:6][CH2:5][CH:4]1[O:9][NH:10][C:11]([C:13]1[CH:14]=[N:15][C:16]([N:19]2[CH2:20][CH:21]3[CH:23]([CH:22]3[N:25]([S:26]([C:29]3[CH:38]=[CH:37][C:36]4[C:31](=[CH:32][CH:33]=[CH:34][CH:35]=4)[CH:30]=3)(=[O:27])=[O:28])[CH2:41][CH2:42][N:43]3[CH2:47][CH2:46][CH2:45][CH2:44]3)[CH2:24]2)=[N:17][CH:18]=1)=[O:12], predict the reactants needed to synthesize it. The reactants are: [H-].[Na+].[O:3]1[CH2:8][CH2:7][CH2:6][CH2:5][CH:4]1[O:9][NH:10][C:11]([C:13]1[CH:14]=[N:15][C:16]([N:19]2[CH2:24][CH:23]3[CH:21]([CH:22]3[NH:25][S:26]([C:29]3[CH:38]=[CH:37][C:36]4[C:31](=[CH:32][CH:33]=[CH:34][CH:35]=4)[CH:30]=3)(=[O:28])=[O:27])[CH2:20]2)=[N:17][CH:18]=1)=[O:12].Cl.Cl[CH2:41][CH2:42][N:43]1[CH2:47][CH2:46][CH2:45][CH2:44]1.C(Cl)Cl.